The task is: Regression. Given a peptide amino acid sequence and an MHC pseudo amino acid sequence, predict their binding affinity value. This is MHC class II binding data.. This data is from Peptide-MHC class II binding affinity with 134,281 pairs from IEDB. The peptide sequence is LSYRSLQPETFAVVD. The MHC is HLA-DQA10501-DQB10201 with pseudo-sequence HLA-DQA10501-DQB10201. The binding affinity (normalized) is 0.439.